Dataset: Forward reaction prediction with 1.9M reactions from USPTO patents (1976-2016). Task: Predict the product of the given reaction. (1) Given the reactants Cl[C:2]1[C:11]2[C:6](=[CH:7][C:8]([O:14][CH3:15])=[C:9]([O:12][CH3:13])[CH:10]=2)[N:5]=[CH:4][CH:3]=1.[NH2:16][C:17]1[CH:22]=[CH:21][C:20]([SH:23])=[CH:19][CH:18]=1, predict the reaction product. The product is: [CH3:13][O:12][C:9]1[CH:10]=[C:11]2[C:6](=[CH:7][C:8]=1[O:14][CH3:15])[N:5]=[CH:4][CH:3]=[C:2]2[S:23][C:20]1[CH:21]=[CH:22][C:17]([NH2:16])=[CH:18][CH:19]=1. (2) Given the reactants [CH3:1][O:2][C:3]1[CH:4]=[C:5]([C:9]2([CH2:16][CH2:17][CH3:18])[CH2:14][CH2:13][CH2:12][CH2:11][C:10]2=[O:15])[CH:6]=[CH:7][CH:8]=1.C(O[CH:24](N(C)C)[N:25]([CH3:27])[CH3:26])(C)(C)C, predict the reaction product. The product is: [CH3:24][N:25]([CH3:27])[CH:26]=[C:11]1[C:10](=[O:15])[C:9]([C:5]2[CH:6]=[CH:7][CH:8]=[C:3]([O:2][CH3:1])[CH:4]=2)([CH2:16][CH2:17][CH3:18])[CH2:14][CH2:13][CH2:12]1. (3) Given the reactants [NH:1]([C:3]1[N:8]([CH2:9][CH:10]([CH3:12])[CH3:11])[C:7](=[O:13])[N:6]([CH3:14])[C:5](=[O:15])[CH:4]=1)[NH2:2].[CH3:16][C:17]1[NH:18][C:19]2[C:24]([C:25]=1[CH:26]=O)=[CH:23][CH:22]=[CH:21][CH:20]=2.[CH:28]([C:30]1[N:34]([CH3:35])[CH:33]=[C:32]([C:36]#[N:37])[CH:31]=1)=O, predict the reaction product. The product is: [CH2:9]([N:8]1[C:3]2=[N:1][N:2]([CH2:26][C:25]3[C:24]4[C:19](=[CH:20][CH:21]=[CH:22][CH:23]=4)[NH:18][C:17]=3[CH3:16])[C:28]([C:30]3[N:34]([CH3:35])[CH:33]=[C:32]([C:36]#[N:37])[CH:31]=3)=[C:4]2[C:5](=[O:15])[N:6]([CH3:14])[C:7]1=[O:13])[CH:10]([CH3:11])[CH3:12]. (4) Given the reactants [N:1]1[CH:6]=[CH:5][CH:4]=[N:3][C:2]=1[NH:7][CH2:8][C:9]1[CH:14]=[CH:13][C:12]([CH2:15][OH:16])=[CH:11][CH:10]=1, predict the reaction product. The product is: [N:1]1[CH:6]=[CH:5][CH:4]=[N:3][C:2]=1[NH:7][CH2:8][C:9]1[CH:14]=[CH:13][C:12]([CH:15]=[O:16])=[CH:11][CH:10]=1. (5) The product is: [F:22][C:19]1[CH:18]=[CH:17][C:16]([O:15][C:5]([CH3:14])([CH2:6][C:7]2[CH:8]=[CH:9][C:10]([O:13][CH2:36][CH2:35][C:26]3[N:27]=[C:28]([C:30]4[S:31][CH:32]=[CH:33][CH:34]=4)[O:29][C:25]=3[CH3:24])=[CH:11][CH:12]=2)[C:4]([OH:3])=[O:23])=[CH:21][CH:20]=1. Given the reactants C([O:3][C:4](=[O:23])[C:5]([O:15][C:16]1[CH:21]=[CH:20][C:19]([F:22])=[CH:18][CH:17]=1)([CH3:14])[CH2:6][C:7]1[CH:12]=[CH:11][C:10]([OH:13])=[CH:9][CH:8]=1)C.[CH3:24][C:25]1[O:29][C:28]([C:30]2[S:31][CH:32]=[CH:33][CH:34]=2)=[N:27][C:26]=1[CH2:35][CH2:36]OS(C1C=CC(C)=CC=1)(=O)=O, predict the reaction product.